Dataset: Reaction yield outcomes from USPTO patents with 853,638 reactions. Task: Predict the reaction yield, written as a fraction of the theoretical maximum amount of product (1.0 means a 100% yield; for example, 0.34 means a 34% yield). The reactants are C([NH:5][S:6]([C:9]1[CH:14]=[CH:13][CH:12]=[C:11]([C:15]2[CH:20]=[C:19]([C:21]3[N:26]=[C:25]([C:27]4[CH:32]=[CH:31][C:30]([Cl:33])=[C:29]([Cl:34])[CH:28]=4)[CH:24]=[C:23]([CH3:35])[N:22]=3)[CH:18]=[CH:17][N:16]=2)[CH:10]=1)(=[O:8])=[O:7])(C)(C)C.C(O)(C(F)(F)F)=O. The catalyst is ClCCl. The product is [Cl:34][C:29]1[CH:28]=[C:27]([C:25]2[CH:24]=[C:23]([CH3:35])[N:22]=[C:21]([C:19]3[CH:18]=[CH:17][N:16]=[C:15]([C:11]4[CH:10]=[C:9]([S:6]([NH2:5])(=[O:8])=[O:7])[CH:14]=[CH:13][CH:12]=4)[CH:20]=3)[N:26]=2)[CH:32]=[CH:31][C:30]=1[Cl:33]. The yield is 0.370.